Dataset: Reaction yield outcomes from USPTO patents with 853,638 reactions. Task: Predict the reaction yield, written as a fraction of the theoretical maximum amount of product (1.0 means a 100% yield; for example, 0.34 means a 34% yield). (1) The reactants are C([NH:4][C:5]1[CH:10]=[C:9]([N:11]2[CH:15]=[C:14]([C:16]3[CH:21]=[CH:20][CH:19]=[CH:18][C:17]=3[Cl:22])[C:13]([C:23]([O:25]CC)=[O:24])=[CH:12]2)[C:8]([CH3:28])=[CH:7][N:6]=1)(=O)C.[OH-].[Na+]. The catalyst is C1COCC1.CO.O. The product is [NH2:4][C:5]1[CH:10]=[C:9]([N:11]2[CH:15]=[C:14]([C:16]3[CH:21]=[CH:20][CH:19]=[CH:18][C:17]=3[Cl:22])[C:13]([C:23]([OH:25])=[O:24])=[CH:12]2)[C:8]([CH3:28])=[CH:7][N:6]=1. The yield is 1.00. (2) The reactants are C(OCC)C.O[CH:7]([CH2:16][C:17]([CH2:20][Si](C)(C)C)=[C:18]=[CH2:19])[CH2:8][CH:9]1[CH2:14][CH2:13][CH2:12][CH2:11][C:10]1=[O:15].[Si](OS(C(F)(F)F)(=O)=O)(C)(C)C.O. The catalyst is CCOC(C)=O. The product is [CH2:20]=[C:17]1[C:18](=[CH2:19])[C:10]23[O:15][CH:7]([CH2:8][CH:9]2[CH2:14][CH2:13][CH2:12][CH2:11]3)[CH2:16]1. The yield is 0.780. (3) The reactants are [OH:1][C:2]1[CH:7]=[CH:6][C:5]([C:8]2[CH:13]=[CH:12][C:11]([C:14]#[N:15])=[C:10]([CH3:16])[CH:9]=2)=[CH:4][C:3]=1I.C1(C)C=CC=CC=1P(C1C=CC=CC=1C)C1C=CC=CC=1C.C(NC(C)C)(C)C.[CH2:47]([N:51]1[CH2:55][CH2:54][CH2:53][C@H:52]1[CH3:56])[CH2:48][C:49]#[CH:50]. The catalyst is C([O-])(=O)C.[Pd+2].C([O-])(=O)C.[Cu]I.CC#N. The product is [CH3:16][C:10]1[CH:9]=[C:8]([C:5]2[CH:6]=[CH:7][C:2]3[O:1][C:49]([CH2:48][CH2:47][N:51]4[CH2:55][CH2:54][CH2:53][C@H:52]4[CH3:56])=[CH:50][C:3]=3[CH:4]=2)[CH:13]=[CH:12][C:11]=1[C:14]#[N:15]. The yield is 0.550. (4) The reactants are Cl.[CH3:2][O:3][CH2:4][C:5]([OH:7])=O.[CH2:8]([C@H:15]1[CH2:19][NH:18][C@H:17]([C:20]([NH:22][C:23]2[CH:28]=[CH:27][C:26]([O:29][C:30]3[CH:35]=[CH:34][C:33]([F:36])=[CH:32][CH:31]=3)=[CH:25][CH:24]=2)=[O:21])[CH2:16]1)[C:9]1[CH:14]=[CH:13][CH:12]=[CH:11][CH:10]=1. No catalyst specified. The product is [CH2:8]([C@H:15]1[CH2:19][N:18]([C:5](=[O:7])[CH2:4][O:3][CH3:2])[C@H:17]([C:20]([NH:22][C:23]2[CH:28]=[CH:27][C:26]([O:29][C:30]3[CH:31]=[CH:32][C:33]([F:36])=[CH:34][CH:35]=3)=[CH:25][CH:24]=2)=[O:21])[CH2:16]1)[C:9]1[CH:10]=[CH:11][CH:12]=[CH:13][CH:14]=1. The yield is 0.432. (5) The reactants are [CH3:1][O:2][C:3]1[C:4]([N+:21]([O-])=O)=[CH:5][C:6]([C:17]([F:20])([F:19])[F:18])=[C:7]([C:9]([N:11]2[CH2:16][CH2:15][O:14][CH2:13][CH2:12]2)=[O:10])[CH:8]=1.O.O.Cl[Sn]Cl.[OH-].[Na+].C(Cl)Cl. The catalyst is C(O)C.O. The product is [NH2:21][C:4]1[C:3]([O:2][CH3:1])=[CH:8][C:7]([C:9]([N:11]2[CH2:12][CH2:13][O:14][CH2:15][CH2:16]2)=[O:10])=[C:6]([C:17]([F:20])([F:19])[F:18])[CH:5]=1. The yield is 0.790. (6) The reactants are C([O:3][P:4]([C:7]1[CH:8]=[N:9][C:10]([NH:13][C:14](=[O:33])[C:15]2[CH:20]=[C:19]([O:21][CH2:22][CH2:23][C:24]3[CH:28]=[CH:27][S:26][CH:25]=3)[CH:18]=[C:17]([O:29][CH:30]([CH3:32])[CH3:31])[CH:16]=2)=[CH:11][CH:12]=1)([CH3:6])=[O:5])C.C[Si](N[Si](C)(C)C)(C)C.C[Si](Br)(C)C.[Si](I)(C)(C)C. The catalyst is C(Cl)Cl. The product is [CH:30]([O:29][C:17]1[CH:16]=[C:15]([CH:20]=[C:19]([O:21][CH2:22][CH2:23][C:24]2[CH:28]=[CH:27][S:26][CH:25]=2)[CH:18]=1)[C:14]([NH:13][C:10]1[N:9]=[CH:8][C:7]([P:4]([CH3:6])(=[O:3])[OH:5])=[CH:12][CH:11]=1)=[O:33])([CH3:32])[CH3:31]. The yield is 0.530. (7) The product is [F:1][C:2]1[CH:3]=[CH:4][C:5]2[N:6]([C:8]([CH2:18][C:19]3[N:20]([CH3:24])[N:30]=[CH:22][N:23]=3)=[C:9]([C:11]3[CH:12]=[CH:13][C:14]([F:17])=[CH:15][CH:16]=3)[N:10]=2)[CH:7]=1. The yield is 0.530. No catalyst specified. The reactants are [F:1][C:2]1[CH:3]=[CH:4][C:5]2[N:6]([C:8]([CH2:18][C:19]3[N:20]([CH3:24])C=[CH:22][N:23]=3)=[C:9]([C:11]3[CH:16]=[CH:15][C:14]([F:17])=[CH:13][CH:12]=3)[N:10]=2)[CH:7]=1.FC1C=CC2[N:30](C(C=O)=C(C3C=CC(F)=CC=3)N=2)C=1.CN1C=NC=N1. (8) The reactants are [NH2:1][C@@H:2]1[C:11]2[C:6](=[CH:7][CH:8]=[CH:9][CH:10]=2)[C@H:5]([OH:12])[CH2:4][CH2:3]1.[H-].[Na+].F[C:16]1[CH:17]=[CH:18][C:19]2[N:20]([C:22]([C@@H:25]3[CH2:29][CH2:28][CH2:27][N:26]3[CH3:30])=[N:23][N:24]=2)[CH:21]=1.[NH4+].[Cl-]. The catalyst is CN(C=O)C. The product is [CH3:30][N:26]1[CH2:27][CH2:28][CH2:29][C@H:25]1[C:22]1[N:20]2[CH:21]=[C:16]([O:12][C@H:5]3[C:6]4[C:11](=[CH:10][CH:9]=[CH:8][CH:7]=4)[C@@H:2]([NH2:1])[CH2:3][CH2:4]3)[CH:17]=[CH:18][C:19]2=[N:24][N:23]=1. The yield is 0.360. (9) The reactants are C([O:3][C:4]([C:6]1[C:16]2=[C:17]3[C:12](=[CH:13][CH:14]=[CH:15]2)[CH2:11][CH2:10][CH2:9][N:8]3[CH:7]=1)=[O:5])C.[OH-].[Na+]. The catalyst is C(O)C.O. The product is [C:6]1([C:4]([OH:5])=[O:3])[C:16]2=[C:17]3[C:12](=[CH:13][CH:14]=[CH:15]2)[CH2:11][CH2:10][CH2:9][N:8]3[CH:7]=1. The yield is 0.850.